From a dataset of Forward reaction prediction with 1.9M reactions from USPTO patents (1976-2016). Predict the product of the given reaction. (1) Given the reactants [CH3:1][O:2][C:3]1[CH:4]=[C:5]([C:11]2[CH:16]=[CH:15][CH:14]=[CH:13][CH:12]=2)[CH:6]=[CH:7][C:8]=1[CH:9]=[O:10].CC(C)=[O:19], predict the reaction product. The product is: [CH3:1][O:2][C:3]1[CH:4]=[C:5]([C:11]2[CH:16]=[CH:15][CH:14]=[CH:13][CH:12]=2)[CH:6]=[CH:7][C:8]=1[C:9]([OH:19])=[O:10]. (2) Given the reactants [O-]O.[C:3]1([CH:9]([CH3:11])[CH3:10])[CH:8]=[CH:7][CH:6]=[CH:5][CH:4]=1.C1C(Cl)=CC=C(Cl)C=1.C(OCC1OC1)(=O)C(C)=C, predict the reaction product. The product is: [CH3:11][C:9]([C:3]1[CH:8]=[CH:7][CH:6]=[CH:5][CH:4]=1)=[CH2:10]. (3) Given the reactants [CH3:1][S:2][C:3]1[O:4][C:5]2[CH:11]=[CH:10][CH:9]=[CH:8][C:6]=2[N:7]=1.ClC1C=CC=C(C(OO)=[O:20])C=1.C([O-])(O)=O.[Na+], predict the reaction product. The product is: [CH3:1][S:2]([C:3]1[O:4][C:5]2[CH:11]=[CH:10][CH:9]=[CH:8][C:6]=2[N:7]=1)=[O:20]. (4) Given the reactants [CH3:1][C:2]1[N:7]=[C:6]([C:8]([OH:10])=O)[CH:5]=[CH:4][CH:3]=1.Cl.CN(C)CCCN=C=NCC.[NH2:23][C@@H:24]1[CH2:27][C@H:26]([N:28]2[CH:32]=[C:31]([NH:33][C:34](=[O:46])[CH2:35][C:36]3[C:45]4[C:40](=[CH:41][CH:42]=[CH:43][CH:44]=4)[CH:39]=[CH:38][CH:37]=3)[N:30]=[CH:29]2)[CH2:25]1.[OH-].[Na+], predict the reaction product. The product is: [C:36]1([CH2:35][C:34]([NH:33][C:31]2[N:30]=[CH:29][N:28]([CH:26]3[CH2:27][CH:24]([NH:23][C:8]([C:6]4[CH:5]=[CH:4][CH:3]=[C:2]([CH3:1])[N:7]=4)=[O:10])[CH2:25]3)[CH:32]=2)=[O:46])[C:45]2[C:40](=[CH:41][CH:42]=[CH:43][CH:44]=2)[CH:39]=[CH:38][CH:37]=1. (5) Given the reactants [NH2:1][C:2]([CH3:7])([CH3:6])[C:3]([OH:5])=[O:4].[N:8]1[CH:13]=[CH:12][CH:11]=[CH:10][C:9]=1[C:14]1[S:18][C:17]([S:19](Cl)(=[O:21])=[O:20])=[CH:16][CH:15]=1, predict the reaction product. The product is: [CH3:6][C:2]([NH:1][S:19]([C:17]1[S:18][C:14]([C:9]2[CH:10]=[CH:11][CH:12]=[CH:13][N:8]=2)=[CH:15][CH:16]=1)(=[O:20])=[O:21])([CH3:7])[C:3]([OH:5])=[O:4]. (6) Given the reactants [Br:1][C:2]1[CH:7]=[C:6]([CH2:8][C:9]([C:11]2[CH:16]=[CH:15][CH:14]=[C:13]([CH3:17])[N:12]=2)=O)[CH:5]=[CH:4][N:3]=1.[NH2:18][C:19]1[CH:24]=[C:23]([CH3:25])[CH:22]=[CH:21][N:20]=1, predict the reaction product. The product is: [Br:1][C:2]1[CH:7]=[C:6]([C:8]2[N:20]3[CH:21]=[CH:22][C:23]([CH3:25])=[CH:24][C:19]3=[N:18][C:9]=2[C:11]2[CH:16]=[CH:15][CH:14]=[C:13]([CH3:17])[N:12]=2)[CH:5]=[CH:4][N:3]=1. (7) Given the reactants [CH2:1]([O:3][C:4]([C:6]1[C:7]([OH:22])=[C:8]2[C:15]([C:16]3[CH:21]=[CH:20][CH:19]=[CH:18][CH:17]=3)=[N:14][S:13][C:9]2=[C:10](Br)[N:11]=1)=[O:5])[CH3:2].[CH3:23][O:24][C:25]1[CH:30]=[CH:29][C:28](B(O)O)=[CH:27][CH:26]=1, predict the reaction product. The product is: [CH2:1]([O:3][C:4]([C:6]1[C:7]([OH:22])=[C:8]2[C:15]([C:16]3[CH:21]=[CH:20][CH:19]=[CH:18][CH:17]=3)=[N:14][S:13][C:9]2=[C:10]([C:28]2[CH:29]=[CH:30][C:25]([O:24][CH3:23])=[CH:26][CH:27]=2)[N:11]=1)=[O:5])[CH3:2].